This data is from Retrosynthesis with 50K atom-mapped reactions and 10 reaction types from USPTO. The task is: Predict the reactants needed to synthesize the given product. (1) Given the product C=C(CC(=O)OCC)C(=O)c1cccnc1, predict the reactants needed to synthesize it. The reactants are: C=O.CCOC(=O)CCC(=O)c1cccnc1. (2) The reactants are: CCOC1CCN(c2ccc([N+](=O)[O-])cc2)CC1. Given the product CCOC1CCN(c2ccc(N)cc2)CC1, predict the reactants needed to synthesize it. (3) Given the product CN(C)C(=O)Cn1cc(C#C[Si](C)(C)C)cn1, predict the reactants needed to synthesize it. The reactants are: C#C[Si](C)(C)C.CN(C)C(=O)Cn1cc(I)cn1. (4) The reactants are: CCI.NC1CCc2[nH]c3ccc(OCc4ccccc4)cc3c2C1. Given the product CCNC1CCc2[nH]c3ccc(OCc4ccccc4)cc3c2C1, predict the reactants needed to synthesize it. (5) Given the product Cc1csc2ncnc(NC3Cc4ccccc4C3)c12, predict the reactants needed to synthesize it. The reactants are: Cc1csc2ncnc(Cl)c12.NC1Cc2ccccc2C1.